The task is: Predict which catalyst facilitates the given reaction.. This data is from Catalyst prediction with 721,799 reactions and 888 catalyst types from USPTO. (1) Reactant: [NH2:1][C:2]1[CH:7]=[C:6]([CH3:8])[C:5]([CH3:9])=[CH:4][C:3]=1[NH:10][CH2:11][CH:12]([NH:20][C:21](=[O:27])[O:22][C:23]([CH3:26])([CH3:25])[CH3:24])[CH2:13][C:14]1[CH:19]=[CH:18][CH:17]=[CH:16][CH:15]=1.O.[NH:29]1[C:37](=[O:38])[C:35](=O)[C:33](=O)[NH:32][C:30]1=[O:31].B(O)(O)O. The catalyst class is: 52. Product: [CH3:8][C:6]1[C:5]([CH3:9])=[CH:4][C:3]2[N:10]([CH2:11][CH:12]([NH:20][C:21](=[O:27])[O:22][C:23]([CH3:24])([CH3:26])[CH3:25])[CH2:13][C:14]3[CH:15]=[CH:16][CH:17]=[CH:18][CH:19]=3)[C:33]3[C:35]([C:37](=[O:38])[NH:29][C:30](=[O:31])[N:32]=3)=[N:1][C:2]=2[CH:7]=1. (2) Reactant: [F:1][C:2]1[CH:3]=[C:4]2[C:8](=[CH:9][CH:10]=1)[NH:7][CH:6]=[CH:5]2.[F:11][C:12]1[CH:17]=[CH:16][C:15]([C:18](O)([CH2:21][CH3:22])[CH2:19][CH3:20])=[CH:14][CH:13]=1.FC(F)(F)C(O)=O.C(=O)(O)[O-].[Na+]. Product: [CH2:19]([C:18]([C:5]1[C:4]2[C:8](=[CH:9][CH:10]=[C:2]([F:1])[CH:3]=2)[NH:7][CH:6]=1)([C:15]1[CH:14]=[CH:13][C:12]([F:11])=[CH:17][CH:16]=1)[CH2:21][CH3:22])[CH3:20]. The catalyst class is: 96. (3) Reactant: [OH-].[Na+].Cl[C:4]([O:6][CH2:7][CH3:8])=[O:5].O.[NH2:10][CH2:11][C@H:12]([OH:14])[CH3:13]. Product: [CH2:7]([O:6][C:4]([NH:10][CH2:11][C@H:12]([OH:14])[CH3:13])=[O:5])[CH3:8]. The catalyst class is: 12. (4) Reactant: [CH:1]1([C@@H:4]([C:10]2[CH:15]=[CH:14][CH:13]=[C:12]([O:16][CH2:17][C:18]3[CH:23]=[N:22][C:21]([C:24]4[C:29]([F:30])=[CH:28][N:27]=[C:26]([O:31][CH3:32])[CH:25]=4)=[C:20]([C:33]4[S:34][C:35]([CH3:38])=[CH:36][CH:37]=4)[N:19]=3)[CH:11]=2)[CH2:5][C:6]([O:8]C)=[O:7])[CH2:3][CH2:2]1.[Li+].[OH-].C1COCC1.O. Product: [CH:1]1([C@@H:4]([C:10]2[CH:15]=[CH:14][CH:13]=[C:12]([O:16][CH2:17][C:18]3[CH:23]=[N:22][C:21]([C:24]4[C:29]([F:30])=[CH:28][N:27]=[C:26]([O:31][CH3:32])[CH:25]=4)=[C:20]([C:33]4[S:34][C:35]([CH3:38])=[CH:36][CH:37]=4)[N:19]=3)[CH:11]=2)[CH2:5][C:6]([OH:8])=[O:7])[CH2:2][CH2:3]1. The catalyst class is: 5. (5) The catalyst class is: 363. Reactant: [N+:1]([C:4]1[CH:9]=[C:8]([S:10](=[O:13])(=[O:12])[NH2:11])[CH:7]=[CH:6][C:5]=1[NH:14][CH:15]1[CH2:20][CH2:19][N:18](C(OC(C)(C)C)=O)[CH2:17][CH2:16]1)([O-:3])=[O:2].Cl. Product: [N+:1]([C:4]1[CH:9]=[C:8]([S:10]([NH2:11])(=[O:12])=[O:13])[CH:7]=[CH:6][C:5]=1[NH:14][CH:15]1[CH2:20][CH2:19][NH:18][CH2:17][CH2:16]1)([O-:3])=[O:2]. (6) Reactant: [Cl:1][C:2]1[CH:11]=[C:10]([C:12]2[N:17]=[C:16]3[N:18]([CH2:21][C:22]4[CH:23]=[C:24]5[C:29](=[CH:30][CH:31]=4)[N:28]=[CH:27][CH:26]=[CH:25]5)[N:19]=[N:20][C:15]3=[CH:14][CH:13]=2)[CH:9]=[CH:8][C:3]=1[C:4]([O:6]C)=[O:5].[OH-].[Li+].C1COCC1.Cl. Product: [Cl:1][C:2]1[CH:11]=[C:10]([C:12]2[N:17]=[C:16]3[N:18]([CH2:21][C:22]4[CH:23]=[C:24]5[C:29](=[CH:30][CH:31]=4)[N:28]=[CH:27][CH:26]=[CH:25]5)[N:19]=[N:20][C:15]3=[CH:14][CH:13]=2)[CH:9]=[CH:8][C:3]=1[C:4]([OH:6])=[O:5]. The catalyst class is: 24.